Dataset: Forward reaction prediction with 1.9M reactions from USPTO patents (1976-2016). Task: Predict the product of the given reaction. (1) Given the reactants [C:1]([C:5]1[O:9][N:8]=[C:7]([C:10]2[CH:15]=[C:14](Cl)[C:13]([CH:17]3[CH2:19][CH2:18]3)=[CH:12][N:11]=2)[N:6]=1)([CH3:4])([CH3:3])[CH3:2].[CH3:20][C:21]1[O:25][N:24]=[C:23]([CH2:26][OH:27])[CH:22]=1, predict the reaction product. The product is: [C:1]([C:5]1[O:9][N:8]=[C:7]([C:10]2[CH:15]=[C:14]([O:27][CH2:26][C:23]3[CH:22]=[C:21]([CH3:20])[O:25][N:24]=3)[C:13]([CH:17]3[CH2:19][CH2:18]3)=[CH:12][N:11]=2)[N:6]=1)([CH3:4])([CH3:3])[CH3:2]. (2) Given the reactants [Br:1][C:2]1[CH:7]=[CH:6][C:5]([C:8]2[O:12][N:11]=[C:10]([CH3:13])[C:9]=2[CH:14]=O)=[CH:4][CH:3]=1.[CH3:16][S:17]([NH2:20])(=[O:19])=[O:18].C1(C)C=CC(S(O)(=O)=O)=CC=1, predict the reaction product. The product is: [Br:1][C:2]1[CH:7]=[CH:6][C:5]([C:8]2[O:12][N:11]=[C:10]([CH3:13])[C:9]=2/[CH:14]=[N:20]/[S:17]([CH3:16])(=[O:19])=[O:18])=[CH:4][CH:3]=1. (3) Given the reactants Cl[C:2]1[CH:11]=[CH:10][C:9]2[C:4](=[C:5]([C:12]3[NH:20][C:19]4[CH2:18][CH2:17][NH:16][C:15](=[O:21])[C:14]=4[CH:13]=3)[CH:6]=[CH:7][CH:8]=2)[N:3]=1.[CH3:22][C:23]1[CH:24]=[C:25]([CH:27]=[CH:28][CH:29]=1)[NH2:26].[Li+].C[Si]([N-][Si](C)(C)C)(C)C.C1COCC1, predict the reaction product. The product is: [CH3:22][C:23]1[CH:24]=[C:25]([NH:26][C:2]2[CH:11]=[CH:10][C:9]3[C:4](=[C:5]([C:12]4[NH:20][C:19]5[CH2:18][CH2:17][NH:16][C:15](=[O:21])[C:14]=5[CH:13]=4)[CH:6]=[CH:7][CH:8]=3)[N:3]=2)[CH:27]=[CH:28][CH:29]=1. (4) Given the reactants [CH3:1][C:2]([O:5][C:6]([NH:8][CH2:9][CH2:10][C:11]([OH:13])=O)=[O:7])([CH3:4])[CH3:3].[CH3:14][CH2:15][O:16][C:17]([C@@H:19]([NH2:28])[CH2:20][C:21]1[CH:26]=[CH:25][C:24]([OH:27])=[CH:23][CH:22]=1)=[O:18], predict the reaction product. The product is: [NH:8]([C:6]([O:5][C:2]([CH3:1])([CH3:3])[CH3:4])=[O:7])[CH2:9][CH2:10][C:11]([NH:28][C@H:19]([C:17]([O:16][CH2:15][CH3:14])=[O:18])[CH2:20][C:21]1[CH:26]=[CH:25][C:24]([OH:27])=[CH:23][CH:22]=1)=[O:13]. (5) Given the reactants [CH3:1]/[C:2](/[CH2:6][CH2:7]/[CH:8]=[C:9](\[CH3:16])/[CH2:10][CH2:11][CH:12]=[C:13]([CH3:15])[CH3:14])=[CH:3]\[CH2:4][OH:5].CC(C)[O-].[Al+3].CC(C)[O-].CC(C)[O-].FC1C=CC=CC=1C=O.Cl, predict the reaction product. The product is: [CH3:1]/[C:2](/[CH2:6][CH2:7]/[CH:8]=[C:9](\[CH3:16])/[CH2:10][CH2:11][CH:12]=[C:13]([CH3:15])[CH3:14])=[CH:3]\[CH:4]=[O:5]. (6) Given the reactants [NH2:1][C:2]1[C:3]([NH:21][CH3:22])=[N:4][C:5]([NH:8][C:9]2[CH:14]=[CH:13][C:12]([N:15]3[CH2:20][CH2:19][O:18][CH2:17][CH2:16]3)=[CH:11][CH:10]=2)=[N:6][CH:7]=1.[Cl:23][C:24]1[CH:29]=[CH:28][CH:27]=[C:26]([Cl:30])[C:25]=1[C:31](=O)[C:32]([O:34]CC)=O.CC(O)=O, predict the reaction product. The product is: [Cl:30][C:26]1[CH:27]=[CH:28][CH:29]=[C:24]([Cl:23])[C:25]=1[C:31]1[C:32](=[O:34])[N:21]([CH3:22])[C:3]2[N:4]=[C:5]([NH:8][C:9]3[CH:14]=[CH:13][C:12]([N:15]4[CH2:20][CH2:19][O:18][CH2:17][CH2:16]4)=[CH:11][CH:10]=3)[N:6]=[CH:7][C:2]=2[N:1]=1. (7) Given the reactants [C:1]([O:4][C@H:5]1[C@H:10]([O:11][C:12](=[O:14])[CH3:13])[CH:9]=[C:8]([C:15]2[CH:20]=[CH:19][N:18]=[CH:17][C:16]=2[N+:21]([O-])=O)[O:7][C@@H:6]1[CH2:24][O:25][S:26]([C:29]1[CH:35]=[CH:34][C:32]([CH3:33])=[CH:31][CH:30]=1)(=[O:28])=[O:27])(=[O:3])[CH3:2], predict the reaction product. The product is: [C:1]([O:4][C@H:5]1[CH2:10][CH2:9][C@@H:8]([C:15]2[CH:20]=[CH:19][N:18]=[CH:17][C:16]=2[NH2:21])[O:7][C@@H:6]1[CH2:24][O:25][S:26]([C:29]1[CH:35]=[CH:34][C:32]([CH3:33])=[CH:31][CH:30]=1)(=[O:28])=[O:27])(=[O:3])[CH3:2].[C:1]([O:4][C@H:5]1[C@H:10]([O:11][C:12](=[O:14])[CH3:13])[CH2:9][C@@H:8]([C:15]2[CH:20]=[CH:19][N:18]=[CH:17][C:16]=2[NH2:21])[O:7][C@@H:6]1[CH2:24][O:25][S:26]([C:29]1[CH:35]=[CH:34][C:32]([CH3:33])=[CH:31][CH:30]=1)(=[O:27])=[O:28])(=[O:3])[CH3:2].